From a dataset of NCI-60 drug combinations with 297,098 pairs across 59 cell lines. Regression. Given two drug SMILES strings and cell line genomic features, predict the synergy score measuring deviation from expected non-interaction effect. (1) Drug 1: COC1=CC(=CC(=C1O)OC)C2C3C(COC3=O)C(C4=CC5=C(C=C24)OCO5)OC6C(C(C7C(O6)COC(O7)C8=CC=CS8)O)O. Drug 2: CCC1(CC2CC(C3=C(CCN(C2)C1)C4=CC=CC=C4N3)(C5=C(C=C6C(=C5)C78CCN9C7C(C=CC9)(C(C(C8N6C=O)(C(=O)OC)O)OC(=O)C)CC)OC)C(=O)OC)O.OS(=O)(=O)O. Cell line: MCF7. Synergy scores: CSS=51.8, Synergy_ZIP=1.45, Synergy_Bliss=1.30, Synergy_Loewe=3.30, Synergy_HSA=4.01. (2) Drug 1: CS(=O)(=O)C1=CC(=C(C=C1)C(=O)NC2=CC(=C(C=C2)Cl)C3=CC=CC=N3)Cl. Drug 2: COC1=NC(=NC2=C1N=CN2C3C(C(C(O3)CO)O)O)N. Cell line: A498. Synergy scores: CSS=2.83, Synergy_ZIP=0.944, Synergy_Bliss=5.40, Synergy_Loewe=-1.23, Synergy_HSA=0.901.